This data is from Reaction yield outcomes from USPTO patents with 853,638 reactions. The task is: Predict the reaction yield, written as a fraction of the theoretical maximum amount of product (1.0 means a 100% yield; for example, 0.34 means a 34% yield). (1) The reactants are [CH2:1]([N:8]([CH2:20][C:21]1[CH:26]=[CH:25][CH:24]=[CH:23][CH:22]=1)[C@@H:9]([CH2:12][C:13]1[CH:18]=[CH:17][CH:16]=[C:15]([F:19])[CH:14]=1)[CH2:10][OH:11])[C:2]1[CH:7]=[CH:6][CH:5]=[CH:4][CH:3]=1.CCN(CC)CC. The catalyst is CS(C)=O.O.CCOC(C)=O. The product is [CH2:20]([N:8]([CH2:1][C:2]1[CH:3]=[CH:4][CH:5]=[CH:6][CH:7]=1)[C@@H:9]([CH2:12][C:13]1[CH:18]=[CH:17][CH:16]=[C:15]([F:19])[CH:14]=1)[CH:10]=[O:11])[C:21]1[CH:22]=[CH:23][CH:24]=[CH:25][CH:26]=1. The yield is 0.900. (2) The reactants are [CH:1]1[C:10]2[C@H:11]3[CH2:16][NH:15][CH2:14][CH2:13][C@H:12]3[N:8]3[C:9]=2[C:4]([CH2:5][CH2:6][CH2:7]3)=[CH:3][CH:2]=1.Cl[CH2:18][CH2:19][CH2:20][C:21]1[C:25]2[CH:26]=[CH:27][C:28]([F:30])=[CH:29][C:24]=2[O:23][N:22]=1.C([O-])([O-])=O.[K+].[K+]. No catalyst specified. The product is [F:30][C:28]1[CH:27]=[CH:26][C:25]2[C:21]([CH2:20][CH2:19][CH2:18][N:15]3[CH2:14][CH2:13][C@H:12]4[N:8]5[C:9]6[C:4](=[CH:3][CH:2]=[CH:1][C:10]=6[C@H:11]4[CH2:16]3)[CH2:5][CH2:6][CH2:7]5)=[N:22][O:23][C:24]=2[CH:29]=1. The yield is 0.320. (3) The product is [Cl:1][C:2]1[CH:7]=[C:6]([N+:8]([O-:10])=[O:9])[CH:5]=[CH:4][C:3]=1[C:12]1[CH:17]=[CH:16][CH:15]=[CH:14][CH:13]=1. The catalyst is C(OCC)(=O)C.C1C=CC([P]([Pd]([P](C2C=CC=CC=2)(C2C=CC=CC=2)C2C=CC=CC=2)([P](C2C=CC=CC=2)(C2C=CC=CC=2)C2C=CC=CC=2)[P](C2C=CC=CC=2)(C2C=CC=CC=2)C2C=CC=CC=2)(C2C=CC=CC=2)C2C=CC=CC=2)=CC=1.C(O)C. The yield is 0.946. The reactants are [Cl:1][C:2]1[CH:7]=[C:6]([N+:8]([O-:10])=[O:9])[CH:5]=[CH:4][C:3]=1I.[C:12]1(B(O)O)[CH:17]=[CH:16][CH:15]=[CH:14][CH:13]=1.C1(C)C=CC=CC=1.C(=O)([O-])[O-].[Na+].[Na+].